Task: Regression. Given a peptide amino acid sequence and an MHC pseudo amino acid sequence, predict their binding affinity value. This is MHC class I binding data.. Dataset: Peptide-MHC class I binding affinity with 185,985 pairs from IEDB/IMGT (1) The peptide sequence is RANNNRLPK. The MHC is HLA-B58:01 with pseudo-sequence HLA-B58:01. The binding affinity (normalized) is 0.0847. (2) The peptide sequence is LFLESGAVK. The MHC is HLA-A11:01 with pseudo-sequence HLA-A11:01. The binding affinity (normalized) is 0.